This data is from TCR-epitope binding with 47,182 pairs between 192 epitopes and 23,139 TCRs. The task is: Binary Classification. Given a T-cell receptor sequence (or CDR3 region) and an epitope sequence, predict whether binding occurs between them. (1) The epitope is KLGGALQAK. The TCR CDR3 sequence is CASSQADSSYNEQFF. Result: 1 (the TCR binds to the epitope). (2) The epitope is YLNTLTLAV. Result: 1 (the TCR binds to the epitope). The TCR CDR3 sequence is CASSFSDTQYF. (3) The epitope is LPRRSGAAGA. The TCR CDR3 sequence is CAWSDRGLVDTQYF. Result: 1 (the TCR binds to the epitope).